From a dataset of Reaction yield outcomes from USPTO patents with 853,638 reactions. Predict the reaction yield, written as a fraction of the theoretical maximum amount of product (1.0 means a 100% yield; for example, 0.34 means a 34% yield). The reactants are [Cl:1][C:2]1[N:7]=[CH:6][C:5]([C:8](=[CH:16]N(C)C)[C:9]([C:11]2[O:12][CH:13]=[CH:14][CH:15]=2)=O)=[CH:4][CH:3]=1.Cl.[NH2:21][C:22]([NH2:24])=[NH:23].C(=O)([O-])[O-].[K+].[K+]. The catalyst is CN(C)C=O.O. The product is [Cl:1][C:2]1[N:7]=[CH:6][C:5]([C:8]2[C:9]([C:11]3[O:12][CH:13]=[CH:14][CH:15]=3)=[N:23][C:22]([NH2:24])=[N:21][CH:16]=2)=[CH:4][CH:3]=1. The yield is 0.740.